Dataset: Reaction yield outcomes from USPTO patents with 853,638 reactions. Task: Predict the reaction yield, written as a fraction of the theoretical maximum amount of product (1.0 means a 100% yield; for example, 0.34 means a 34% yield). (1) The reactants are [N:1]1[CH:6]=[CH:5][CH:4]=[CH:3][C:2]=1[C:7]1[N:8]=[C:9]([NH:14][C:15]2[N:20]=[CH:19][CH:18]=[CH:17][N:16]=2)[S:10][C:11]=1[CH2:12][OH:13].[C:21](O[C:21](=[O:25])[CH2:22][CH2:23][CH3:24])(=[O:25])[CH2:22][CH2:23][CH3:24]. No catalyst specified. The product is [C:21]([O:13][CH2:12][C:11]1[S:10][C:9]([NH:14][C:15]2[N:16]=[CH:17][CH:18]=[CH:19][N:20]=2)=[N:8][C:7]=1[C:2]1[CH:3]=[CH:4][CH:5]=[CH:6][N:1]=1)(=[O:25])[CH2:22][CH2:23][CH3:24]. The yield is 0.570. (2) The reactants are Br[CH2:2][C:3]1[CH:12]=[CH:11][C:6]([C:7]([O:9][CH3:10])=[O:8])=[C:5]([F:13])[CH:4]=1.[F:14][C:15]1[CH:16]=[C:17](B(O)O)[CH:18]=[CH:19][CH:20]=1.C(=O)([O-])[O-].[Na+].[Na+]. The catalyst is O.COCCOC.C(OCC)(=O)C.C1C=CC([P]([Pd]([P](C2C=CC=CC=2)(C2C=CC=CC=2)C2C=CC=CC=2)([P](C2C=CC=CC=2)(C2C=CC=CC=2)C2C=CC=CC=2)[P](C2C=CC=CC=2)(C2C=CC=CC=2)C2C=CC=CC=2)(C2C=CC=CC=2)C2C=CC=CC=2)=CC=1. The product is [F:13][C:5]1[CH:4]=[C:3]([CH2:2][C:19]2[CH:18]=[CH:17][CH:16]=[C:15]([F:14])[CH:20]=2)[CH:12]=[CH:11][C:6]=1[C:7]([O:9][CH3:10])=[O:8]. The yield is 0.520. (3) The reactants are [OH:1][C:2]1[C:3]([C:8]([O:10][CH3:11])=[O:9])=[N:4][CH:5]=[CH:6][CH:7]=1.[C:12](=O)([O-])[O-].[K+].[K+].IC.CN(C=O)C. The catalyst is O. The product is [CH3:12][O:1][C:2]1[C:3]([C:8]([O:10][CH3:11])=[O:9])=[N:4][CH:5]=[CH:6][CH:7]=1. The yield is 0.450. (4) The reactants are [Cl:1][C:2]1[CH:3]=[C:4]2[C:8](=[CH:9][CH:10]=1)[NH:7][CH:6]=[CH:5]2.[C:11]([O:15][C:16]([N:18]1[CH2:23][CH2:22][C:21](=O)[CH2:20][CH2:19]1)=[O:17])([CH3:14])([CH3:13])[CH3:12].N1CCCC1. The catalyst is C(O)C. The product is [C:11]([O:15][C:16]([N:18]1[CH2:19][CH:20]=[C:21]([C:5]2[C:4]3[C:8](=[CH:9][CH:10]=[C:2]([Cl:1])[CH:3]=3)[NH:7][CH:6]=2)[CH2:22][CH2:23]1)=[O:17])([CH3:14])([CH3:12])[CH3:13]. The yield is 0.750. (5) The reactants are [CH3:1][C:2]1([CH3:8])[CH2:7][NH:6][CH2:5][CH2:4][NH:3]1.Cl[C:10]1[N:11]=[CH:12][C:13]([C:16]([NH:18][C:19]2[NH:20][N:21]=[C:22]([CH2:24][CH2:25][C:26]3[CH:31]=[C:30]([O:32][CH3:33])[CH:29]=[C:28]([O:34][CH3:35])[CH:27]=3)[CH:23]=2)=[O:17])=[N:14][CH:15]=1. The catalyst is CS(C)=O. The product is [CH3:33][O:32][C:30]1[CH:31]=[C:26]([CH2:25][CH2:24][C:22]2[CH:23]=[C:19]([NH:18][C:16]([C:13]3[CH:12]=[N:11][C:10]([N:6]4[CH2:5][CH2:4][NH:3][C:2]([CH3:8])([CH3:1])[CH2:7]4)=[CH:15][N:14]=3)=[O:17])[NH:20][N:21]=2)[CH:27]=[C:28]([O:34][CH3:35])[CH:29]=1. The yield is 0.470. (6) The reactants are [N+:1]([O-:4])(O)=[O:2].[Cl:5][C:6]1[CH:14]=[C:13]([CH3:15])[CH:12]=[CH:11][C:7]=1[C:8]([OH:10])=[O:9]. The catalyst is S(=O)(=O)(O)O. The product is [Cl:5][C:6]1[CH:14]=[C:13]([CH3:15])[C:12]([N+:1]([O-:4])=[O:2])=[CH:11][C:7]=1[C:8]([OH:10])=[O:9]. The yield is 0.510. (7) The reactants are [F:1][C:2]([F:58])([F:57])[C:3]1[CH:4]=[C:5]([CH:50]=[C:51]([C:53]([F:56])([F:55])[F:54])[CH:52]=1)[C:6]([N:8]1[CH2:13][CH2:12][O:11][C@:10]([CH2:22][CH2:23][N:24]2[CH2:29][CH2:28][C:27]3([C:37]4[C:32](=[CH:33][CH:34]=[CH:35][CH:36]=4)[CH2:31][C@@H:30]3[O:38][CH2:39][C:40]([N:42]([CH2:44][CH2:45][O:46][CH2:47][CH2:48][OH:49])[CH3:43])=[O:41])[CH2:26][CH2:25]2)([C:14]2[CH:19]=[CH:18][C:17]([Cl:20])=[C:16]([Cl:21])[CH:15]=2)[CH2:9]1)=[O:7].Cl.O1CCOCC1. The catalyst is C(Cl)Cl. The product is [ClH:20].[F:56][C:53]([F:54])([F:55])[C:51]1[CH:50]=[C:5]([CH:4]=[C:3]([C:2]([F:58])([F:57])[F:1])[CH:52]=1)[C:6]([N:8]1[CH2:13][CH2:12][O:11][C@:10]([CH2:22][CH2:23][N:24]2[CH2:29][CH2:28][C:27]3([C:37]4[C:32](=[CH:33][CH:34]=[CH:35][CH:36]=4)[CH2:31][C@@H:30]3[O:38][CH2:39][C:40]([N:42]([CH2:44][CH2:45][O:46][CH2:47][CH2:48][OH:49])[CH3:43])=[O:41])[CH2:26][CH2:25]2)([C:14]2[CH:19]=[CH:18][C:17]([Cl:20])=[C:16]([Cl:21])[CH:15]=2)[CH2:9]1)=[O:7]. The yield is 0.890. (8) The reactants are [NH:1]1[CH2:4][CH:3]([C:5]2[CH:6]=[CH:7][C:8]([NH:11][C:12]3[C:17](=[O:18])[N:16]([CH3:19])[CH:15]=[C:14]([C:20]4[C:21]([CH2:40][OH:41])=[C:22]([N:26]5[CH2:34][C:33]6[C:28](=[CH:29][CH:30]=[C:31]([C:35]([CH3:38])([CH3:37])[CH3:36])[CH:32]=6)[C:27]5=[O:39])[CH:23]=[CH:24][CH:25]=4)[CH:13]=3)=[N:9][CH:10]=2)[CH2:2]1.C=O.O.[C:45]([BH3-])#N.[Na+]. The catalyst is CO.[Cl-].[Zn+2].[Cl-]. The product is [C:35]([C:31]1[CH:32]=[C:33]2[C:28](=[CH:29][CH:30]=1)[C:27](=[O:39])[N:26]([C:22]1[CH:23]=[CH:24][CH:25]=[C:20]([C:14]3[CH:13]=[C:12]([NH:11][C:8]4[CH:7]=[CH:6][C:5]([CH:3]5[CH2:2][N:1]([CH3:45])[CH2:4]5)=[CH:10][N:9]=4)[C:17](=[O:18])[N:16]([CH3:19])[CH:15]=3)[C:21]=1[CH2:40][OH:41])[CH2:34]2)([CH3:37])([CH3:38])[CH3:36]. The yield is 0.640. (9) The reactants are [CH:1]([C@H:14]1[O:19][CH2:18][C@@H:17]([NH2:20])[CH2:16][CH2:15]1)([C:8]1[CH:13]=[CH:12][CH:11]=[CH:10][CH:9]=1)[C:2]1[CH:7]=[CH:6][CH:5]=[CH:4][CH:3]=1.[F:21][C:22]1[CH:29]=[CH:28][C:25]([CH:26]=O)=[CH:24][CH:23]=1.C(O)(=O)C.[BH3-]C#N.[Na+]. The catalyst is ClCCCl.CO. The product is [CH:1]([C@H:14]1[O:19][CH2:18][C@@H:17]([NH:20][CH2:26][C:25]2[CH:28]=[CH:29][C:22]([F:21])=[CH:23][CH:24]=2)[CH2:16][CH2:15]1)([C:8]1[CH:13]=[CH:12][CH:11]=[CH:10][CH:9]=1)[C:2]1[CH:3]=[CH:4][CH:5]=[CH:6][CH:7]=1. The yield is 0.820.